This data is from NCI-60 drug combinations with 297,098 pairs across 59 cell lines. The task is: Regression. Given two drug SMILES strings and cell line genomic features, predict the synergy score measuring deviation from expected non-interaction effect. (1) Drug 1: C1C(C(OC1N2C=C(C(=O)NC2=O)F)CO)O. Drug 2: C1CC(C1)(C(=O)O)C(=O)O.[NH2-].[NH2-].[Pt+2]. Cell line: SF-268. Synergy scores: CSS=27.0, Synergy_ZIP=-4.68, Synergy_Bliss=-2.81, Synergy_Loewe=-9.75, Synergy_HSA=-0.852. (2) Drug 1: CC(C)(C#N)C1=CC(=CC(=C1)CN2C=NC=N2)C(C)(C)C#N. Drug 2: C1=CC=C(C=C1)NC(=O)CCCCCCC(=O)NO. Cell line: NCI/ADR-RES. Synergy scores: CSS=57.5, Synergy_ZIP=-3.25, Synergy_Bliss=-3.44, Synergy_Loewe=-4.39, Synergy_HSA=-2.67. (3) Drug 1: CC1=C(C(CCC1)(C)C)C=CC(=CC=CC(=CC(=O)O)C)C. Drug 2: CC12CCC3C(C1CCC2O)C(CC4=C3C=CC(=C4)O)CCCCCCCCCS(=O)CCCC(C(F)(F)F)(F)F. Cell line: NCI-H460. Synergy scores: CSS=-0.0310, Synergy_ZIP=0.989, Synergy_Bliss=0.909, Synergy_Loewe=1.37, Synergy_HSA=0.0445. (4) Drug 1: COC1=C(C=C2C(=C1)N=CN=C2NC3=CC(=C(C=C3)F)Cl)OCCCN4CCOCC4. Drug 2: C1=CC=C(C=C1)NC(=O)CCCCCCC(=O)NO. Cell line: SK-MEL-5. Synergy scores: CSS=55.3, Synergy_ZIP=-6.18, Synergy_Bliss=2.07, Synergy_Loewe=4.12, Synergy_HSA=4.68. (5) Drug 1: CNC(=O)C1=CC=CC=C1SC2=CC3=C(C=C2)C(=NN3)C=CC4=CC=CC=N4. Drug 2: CC1=C(C(CCC1)(C)C)C=CC(=CC=CC(=CC(=O)O)C)C. Cell line: MOLT-4. Synergy scores: CSS=20.9, Synergy_ZIP=-0.504, Synergy_Bliss=5.04, Synergy_Loewe=-14.0, Synergy_HSA=6.00. (6) Drug 1: CC1=C2C(C(=O)C3(C(CC4C(C3C(C(C2(C)C)(CC1OC(=O)C(C(C5=CC=CC=C5)NC(=O)OC(C)(C)C)O)O)OC(=O)C6=CC=CC=C6)(CO4)OC(=O)C)OC)C)OC. Drug 2: CN1C(=O)N2C=NC(=C2N=N1)C(=O)N. Cell line: 786-0. Synergy scores: CSS=44.3, Synergy_ZIP=3.68, Synergy_Bliss=2.08, Synergy_Loewe=-23.2, Synergy_HSA=2.52. (7) Drug 2: C1C(C(OC1N2C=NC3=C2NC=NCC3O)CO)O. Drug 1: C1C(C(OC1N2C=NC3=C(N=C(N=C32)Cl)N)CO)O. Synergy scores: CSS=-3.31, Synergy_ZIP=1.40, Synergy_Bliss=-2.03, Synergy_Loewe=-3.36, Synergy_HSA=-5.80. Cell line: EKVX.